From a dataset of Full USPTO retrosynthesis dataset with 1.9M reactions from patents (1976-2016). Predict the reactants needed to synthesize the given product. (1) The reactants are: [Cl-].[NH4+].[CH3:3][O:4][C:5]1[C:10]([N+:11]([O-])=O)=[CH:9][C:8]([Br:14])=[CH:7][C:6]=1[C:15]([CH3:18])([CH3:17])[CH3:16]. Given the product [Br:14][C:8]1[CH:7]=[C:6]([C:15]([CH3:18])([CH3:17])[CH3:16])[C:5]([O:4][CH3:3])=[C:10]([CH:9]=1)[NH2:11], predict the reactants needed to synthesize it. (2) Given the product [CH2:3]([O:7][CH2:9][C:10]1[CH:18]=[CH:17][C:13]([C:14]([OH:16])=[O:15])=[CH:12][CH:11]=1)[CH2:4][CH:5]=[CH2:6], predict the reactants needed to synthesize it. The reactants are: [H-].[Na+].[CH2:3]([OH:7])[CH2:4][CH:5]=[CH2:6].Br[CH2:9][C:10]1[CH:18]=[CH:17][C:13]([C:14]([OH:16])=[O:15])=[CH:12][CH:11]=1.O. (3) The reactants are: [Al+3].[Cl-].[Cl-].[Cl-].[Br:5][CH2:6][CH2:7][CH2:8][CH2:9][CH2:10][C:11](Cl)=[O:12].[CH-:14]1[CH:18]=[CH:17][CH:16]=[CH:15]1.[CH-:19]1[CH:23]=[CH:22][CH:21]=[CH:20]1.[Fe+2:24]. Given the product [Br:5][CH2:6][CH2:7][CH2:8][CH2:9][CH2:10][C:11]([C-:14]1[CH:18]=[CH:17][CH:16]=[CH:15]1)=[O:12].[C-:19]1([C:11](=[O:12])[CH2:10][CH2:9][CH2:8][CH2:7][CH2:6][Br:5])[CH:23]=[CH:22][CH:21]=[CH:20]1.[Fe+2:24], predict the reactants needed to synthesize it. (4) Given the product [CH3:17][O:18][C:19]([C:21]1[NH:22][N:23]=[C:24]([NH:26][CH2:13][C:12]2[C:8]([C:5]3[CH:6]=[CH:7][C:2]([F:1])=[CH:3][CH:4]=3)=[N:9][O:10][C:11]=2[CH3:15])[CH:25]=1)=[O:20], predict the reactants needed to synthesize it. The reactants are: [F:1][C:2]1[CH:7]=[CH:6][C:5]([C:8]2[C:12]([CH:13]=O)=[C:11]([CH3:15])[O:10][N:9]=2)=[CH:4][CH:3]=1.Cl.[CH3:17][O:18][C:19]([C:21]1[NH:22][N:23]=[C:24]([NH2:26])[CH:25]=1)=[O:20].C(O)(=O)C.C([BH3-])#N.[Na+]. (5) Given the product [CH3:20][N:21]1[CH:34]=[C:35]([C:41]([O:43][CH2:44][CH3:45])=[O:42])[C:36](=[O:37])[C:23]2[N:24]=[C:25]([CH2:27][N:28]3[CH2:33][CH2:32][O:31][CH2:30][CH2:29]3)[S:26][C:22]1=2, predict the reactants needed to synthesize it. The reactants are: CS(O)(=O)=O.O=P12OP3(OP(OP(O3)(O1)=O)(=O)O2)=O.[CH3:20][N:21]([CH:34]=[C:35]([C:41]([O:43][CH2:44][CH3:45])=[O:42])[C:36](OCC)=[O:37])[C:22]1[S:26][C:25]([CH2:27][N:28]2[CH2:33][CH2:32][O:31][CH2:30][CH2:29]2)=[N:24][CH:23]=1.C([O-])([O-])=O.[Na+].[Na+].